Task: Predict the reaction yield, written as a fraction of the theoretical maximum amount of product (1.0 means a 100% yield; for example, 0.34 means a 34% yield).. Dataset: Reaction yield outcomes from USPTO patents with 853,638 reactions (1) The reactants are [O:1]=[S:2]1(=[O:33])[C:8]2[CH:9]=[C:10]([O:14][CH2:15][C:16]([O:18]CC)=[O:17])[C:11]([Br:13])=[CH:12][C:7]=2[N:6]([C:21]2[CH:26]=[CH:25][CH:24]=[CH:23][CH:22]=2)[CH2:5][C:4]([CH2:29][CH2:30][CH2:31][CH3:32])([CH2:27][CH3:28])[CH2:3]1.[OH-].[Na+].C(O)(=O)C. The catalyst is C(O)C. The product is [O:33]=[S:2]1(=[O:1])[C:8]2[CH:9]=[C:10]([O:14][CH2:15][C:16]([OH:18])=[O:17])[C:11]([Br:13])=[CH:12][C:7]=2[N:6]([C:21]2[CH:26]=[CH:25][CH:24]=[CH:23][CH:22]=2)[CH2:5][C:4]([CH2:29][CH2:30][CH2:31][CH3:32])([CH2:27][CH3:28])[CH2:3]1. The yield is 0.900. (2) The reactants are CC([Si](C(C)C)(C(C)C)[N:5]1[CH:9]=[CH:8][C:7](B(O)O)=[CH:6]1)C.Cl[C:20]1[CH:25]=[CH:24][N:23]=[C:22]([S:26][CH3:27])[N:21]=1. No catalyst specified. The product is [CH3:27][S:26][C:22]1[N:23]=[C:24]([C:7]2[CH:8]=[CH:9][NH:5][CH:6]=2)[CH:25]=[CH:20][N:21]=1. The yield is 0.950. (3) The reactants are O[CH2:2][CH2:3][N:4]1[C:8]([CH2:9][NH:10][C:11](=[O:17])[O:12][C:13]([CH3:16])([CH3:15])[CH3:14])=[N:7][C:6]([C:18]2[CH:23]=[CH:22][N:21]=[CH:20][CH:19]=2)=[N:5]1.C1(P(C2C=CC=CC=2)C2C=CC=CC=2)C=CC=CC=1.C(Br)(Br)(Br)[Br:44]. The catalyst is C(#N)C. The product is [Br:44][CH2:2][CH2:3][N:4]1[C:8]([CH2:9][NH:10][C:11](=[O:17])[O:12][C:13]([CH3:16])([CH3:15])[CH3:14])=[N:7][C:6]([C:18]2[CH:23]=[CH:22][N:21]=[CH:20][CH:19]=2)=[N:5]1. The yield is 0.430. (4) The reactants are Cl.[CH2:2]([N:6]([S:16]([C:19]1[S:20][CH:21]=[CH:22][CH:23]=1)(=[O:18])=[O:17])[C@H:7]([C:13]([OH:15])=[O:14])[CH2:8][CH2:9][CH2:10][CH2:11][NH2:12])[CH:3]([CH3:5])[CH3:4].[OH-:24].[Na+].[OH2:26].CCO[C:30]([CH3:32])=[O:31].[CH2:33]1[CH2:37]O[CH2:35][CH2:34]1. No catalyst specified. The product is [CH3:35][C:34]1[CH:22]=[CH:23][C:19]([S:16]([NH:6][C@H:32]([C:30]([NH:12][CH2:11][CH2:10][CH2:9][CH2:8][C@H:7]([N:6]([S:16]([C:19]2[S:20][CH:21]=[CH:22][CH:23]=2)(=[O:18])=[O:17])[CH2:2][CH:3]([CH3:5])[CH3:4])[C:13]([OH:15])=[O:14])=[O:31])[CH2:37][C:33]2[CH:4]=[CH:3][CH:2]=[CH:35][CH:34]=2)(=[O:26])=[O:24])=[CH:37][CH:33]=1. The yield is 0.570. (5) The reactants are Br[C:2]1[N:7]=[C:6]([N:8]([CH3:10])[CH3:9])[CH:5]=[CH:4][CH:3]=1.[Cl:11][C:12]1[CH:17]=[CH:16][C:15](B(O)O)=[CH:14][C:13]=1[C:21]([O:23][CH3:24])=[O:22].C(=O)([O-])[O-].[Na+].[Na+].C(O)C. The catalyst is C1(C)C=CC=CC=1.[Pd].C1(P(C2C=CC=CC=2)C2C=CC=CC=2)C=CC=CC=1.C1(P(C2C=CC=CC=2)C2C=CC=CC=2)C=CC=CC=1.C1(P(C2C=CC=CC=2)C2C=CC=CC=2)C=CC=CC=1.C1(P(C2C=CC=CC=2)C2C=CC=CC=2)C=CC=CC=1. The product is [Cl:11][C:12]1[CH:17]=[CH:16][C:15]([C:2]2[CH:3]=[CH:4][CH:5]=[C:6]([N:8]([CH3:10])[CH3:9])[N:7]=2)=[CH:14][C:13]=1[C:21]([O:23][CH3:24])=[O:22]. The yield is 0.664. (6) The reactants are [C:1]([S:5](/[N:7]=[CH:8]/[C:9]1[N:17]2[C:12]([CH2:13][CH2:14][CH2:15][CH2:16]2)=[CH:11][C:10]=1[C:18]([O:20][CH3:21])=[O:19])=[O:6])([CH3:4])([CH3:3])[CH3:2].[BH4-].[Na+].CO. The catalyst is O. The product is [CH3:3][C:1]([CH3:4])([S:5]([NH:7][CH2:8][C:9]1[N:17]2[C:12]([CH2:13][CH2:14][CH2:15][CH2:16]2)=[CH:11][C:10]=1[C:18]([O:20][CH3:21])=[O:19])=[O:6])[CH3:2]. The yield is 0.960.